This data is from Reaction yield outcomes from USPTO patents with 853,638 reactions. The task is: Predict the reaction yield, written as a fraction of the theoretical maximum amount of product (1.0 means a 100% yield; for example, 0.34 means a 34% yield). (1) The reactants are [Br:1][C:2]1[CH:7]=[CH:6][C:5]([C:8]2[CH:13]=[CH:12][CH:11]=[C:10]([OH:14])[C:9]=2[OH:15])=[CH:4][CH:3]=1.Br[CH2:17][CH2:18]Br.[F-].[K+]. The product is [Br:1][C:2]1[CH:3]=[CH:4][C:5]([C:8]2[C:9]3[O:15][CH2:18][CH2:17][O:14][C:10]=3[CH:11]=[CH:12][CH:13]=2)=[CH:6][CH:7]=1. The catalyst is CN(C)C=O. The yield is 0.470. (2) The reactants are CC1C=C(O[Si:9]([CH:16]([CH3:18])[CH3:17])([CH:13]([CH3:15])[CH3:14])[CH:10]([CH3:12])[CH3:11])C=C(C)C=1C(C1C=CC(F)=C(C(C)C)C=1)O.C(O)(C(F)(F)F)=O.C([SiH](CC)CC)C. The catalyst is C(Cl)Cl.CCOC(C)=O.O. The product is [CH:10]([SiH:9]([CH:16]([CH3:18])[CH3:17])[CH:13]([CH3:15])[CH3:14])([CH3:12])[CH3:11]. The yield is 0.720.